From a dataset of Full USPTO retrosynthesis dataset with 1.9M reactions from patents (1976-2016). Predict the reactants needed to synthesize the given product. (1) Given the product [OH:24][CH2:23][C:13]1([N:1]2[C:5]3=[C:6]4[S:12][CH:11]=[CH:10][C:7]4=[N:8][CH:9]=[C:4]3[N:3]=[CH:2]2)[CH2:22][CH2:21][C:16](=[O:17])[CH2:15][CH2:14]1, predict the reactants needed to synthesize it. The reactants are: [N:1]1([C:13]2([CH2:23][OH:24])[CH2:22][CH2:21][C:16]3(OCC[O:17]3)[CH2:15][CH2:14]2)[C:5]2=[C:6]3[S:12][CH:11]=[CH:10][C:7]3=[N:8][CH:9]=[C:4]2[N:3]=[CH:2]1.Cl.O.[OH-].[Na+]. (2) Given the product [CH:1]1([CH2:6][C:8]2[C:9]([O:14][CH3:15])=[N:10][CH:11]=[CH:12][CH:13]=2)[CH2:2][CH:3]=[CH:4][CH2:5]1, predict the reactants needed to synthesize it. The reactants are: [CH:1]1([C:6]([C:8]2[C:9]([O:14][CH3:15])=[N:10][CH:11]=[CH:12][CH:13]=2)=O)[CH2:5][CH:4]=[CH:3][CH2:2]1.O.NN.[OH-].[K+].O. (3) Given the product [C:30]([C:29]1[CH:28]=[CH:27][C:26]([CH:9]2[C:8]([C:6]([O:36][CH2:35][CH2:34][OH:37])=[O:7])=[C:13]([CH3:14])[N:12]([C:15]3[CH:20]=[CH:19][CH:18]=[C:17]([C:21]([F:22])([F:24])[F:23])[CH:16]=3)[C:11](=[O:25])[NH:10]2)=[CH:33][CH:32]=1)#[N:31], predict the reactants needed to synthesize it. The reactants are: N1([C:6]([C:8]2[CH:9]([C:26]3[CH:33]=[CH:32][C:29]([C:30]#[N:31])=[CH:28][CH:27]=3)[NH:10][C:11](=[O:25])[N:12]([C:15]3[CH:20]=[CH:19][CH:18]=[C:17]([C:21]([F:24])([F:23])[F:22])[CH:16]=3)[C:13]=2[CH3:14])=[O:7])C=CN=C1.[CH2:34]([OH:37])[CH2:35][OH:36]. (4) The reactants are: C([O:8][C:9]1[CH:14]=[CH:13][C:12]([CH:15]2[N:18]([CH2:19][CH2:20][C:21]3[CH:26]=[CH:25][CH:24]=[CH:23][CH:22]=3)[C:17](=[O:27])[CH:16]2[C:28]2[CH:33]=[CH:32][C:31]([F:34])=[CH:30][CH:29]=2)=[CH:11][CH:10]=1)C1C=CC=CC=1. Given the product [F:34][C:31]1[CH:32]=[CH:33][C:28]([CH:16]2[CH:15]([C:12]3[CH:13]=[CH:14][C:9]([OH:8])=[CH:10][CH:11]=3)[N:18]([CH2:19][CH2:20][C:21]3[CH:22]=[CH:23][CH:24]=[CH:25][CH:26]=3)[C:17]2=[O:27])=[CH:29][CH:30]=1, predict the reactants needed to synthesize it. (5) Given the product [CH3:12][CH:13]1[NH:14][CH2:15][CH2:16][N:17]([C:2]2[CH:7]=[CH:6][C:5]([C:8]([F:11])([F:10])[F:9])=[CH:4][N:3]=2)[CH2:18]1, predict the reactants needed to synthesize it. The reactants are: Cl[C:2]1[CH:7]=[CH:6][C:5]([C:8]([F:11])([F:10])[F:9])=[CH:4][N:3]=1.[CH3:12][CH:13]1[CH2:18][NH:17][CH2:16][CH2:15][NH:14]1.C(N(CC)CC)C. (6) Given the product [F:1][C:2]1[CH:7]=[CH:6][C:5]([C:8]2[C:16]3[C:15]([N:17]4[CH2:18][CH2:19][N:20]([CH3:23])[CH2:21][CH2:22]4)=[N:14][CH:13]=[N:12][C:11]=3[O:10][C:9]=2[C:24]2[CH:25]=[CH:26][C:27]([NH2:30])=[CH:28][CH:29]=2)=[CH:4][CH:3]=1, predict the reactants needed to synthesize it. The reactants are: [F:1][C:2]1[CH:7]=[CH:6][C:5]([C:8]2[C:16]3[C:15]([N:17]4[CH2:22][CH2:21][N:20]([CH3:23])[CH2:19][CH2:18]4)=[N:14][CH:13]=[N:12][C:11]=3[O:10][C:9]=2[C:24]2[CH:29]=[CH:28][C:27]([N+:30]([O-])=O)=[CH:26][CH:25]=2)=[CH:4][CH:3]=1.[H][H]. (7) The reactants are: [OH-].[Na+].C([NH:11][C:12]([NH:14][C:15]1[C:20]([O:21][C:22]2[CH:27]=[CH:26][C:25]([C:28]#[N:29])=[CH:24][CH:23]=2)=[CH:19][C:18]([Br:30])=[CH:17][N:16]=1)=[S:13])(=O)C1C=CC=CC=1. Given the product [Br:30][C:18]1[CH:19]=[C:20]([O:21][C:22]2[CH:27]=[CH:26][C:25]([C:28]#[N:29])=[CH:24][CH:23]=2)[C:15]([NH:14][C:12]([NH2:11])=[S:13])=[N:16][CH:17]=1, predict the reactants needed to synthesize it. (8) Given the product [CH:1]1([C:4]([N:8]([CH3:7])[C@H:9]2[CH2:28][N:13]3[C:14]4[C:19]([C:20]([CH2:21][C:22]([OH:24])=[O:23])=[C:12]3[CH2:11][CH2:10]2)=[CH:18][CH:17]=[CH:16][CH:15]=4)=[O:6])[CH2:3][CH2:2]1, predict the reactants needed to synthesize it. The reactants are: [CH:1]1([C:4]([OH:6])=O)[CH2:3][CH2:2]1.[CH3:7][NH:8][C@H:9]1[CH2:28][N:13]2[C:14]3[C:19]([C:20]([CH2:21][C:22]([O:24]CCC)=[O:23])=[C:12]2[CH2:11][CH2:10]1)=[CH:18][CH:17]=[CH:16][CH:15]=3. (9) Given the product [NH2:11][CH:5]([C:4]1[CH:7]=[CH:8][C:9]([F:10])=[C:2]([F:1])[CH:3]=1)[C:16]#[N:17], predict the reactants needed to synthesize it. The reactants are: [F:1][C:2]1[CH:3]=[C:4]([CH:7]=[CH:8][C:9]=1[F:10])[CH:5]=O.[NH3:11].C[Si]([C:16]#[N:17])(C)C.CCCCCC.CCOC(C)=O.